This data is from Retrosynthesis with 50K atom-mapped reactions and 10 reaction types from USPTO. The task is: Predict the reactants needed to synthesize the given product. (1) Given the product COc1cc2c(cc1OCC(C)(C)CO)CC(C(C)C)n1cc(C(=O)O)c(=O)cc1-2, predict the reactants needed to synthesize it. The reactants are: CCOC(=O)c1cn2c(cc1=O)-c1cc(OC)c(OCC(C)(C)CO)cc1CC2C(C)C. (2) Given the product CC(C)Oc1ccc(-c2nc(-c3ccc4c(c3)CCN(CC(=O)O)CC4)no2)cc1C#N, predict the reactants needed to synthesize it. The reactants are: CCOC(=O)CN1CCc2ccc(-c3noc(-c4ccc(OC(C)C)c(C#N)c4)n3)cc2CC1.